This data is from Full USPTO retrosynthesis dataset with 1.9M reactions from patents (1976-2016). The task is: Predict the reactants needed to synthesize the given product. (1) Given the product [OH:16][C:15]1[N:6]2[N:5]=[CH:4][C:3]([C:7]([O:9][CH2:10][CH3:11])=[O:8])=[C:2]2[N:1]=[C:13]([C:19]2[CH:24]=[CH:23][CH:22]=[CH:21][N:20]=2)[CH:14]=1, predict the reactants needed to synthesize it. The reactants are: [NH2:1][C:2]1[NH:6][N:5]=[CH:4][C:3]=1[C:7]([O:9][CH2:10][CH3:11])=[O:8].O=[C:13]([C:19]1[CH:24]=[CH:23][CH:22]=[CH:21][N:20]=1)[CH2:14][C:15](OC)=[O:16].C(OC(C)C)(C)C. (2) Given the product [CH3:32][C:33]1[S:37][C:36]([NH:38][C:39](=[O:40])[NH:1][C@@H:2]2[CH2:7][CH2:6][CH2:5][N:4]([C:8]3[CH:16]=[C:15]([NH:17][C:18]4[CH:23]=[CH:22][C:21]([C:24]([N:26]5[CH2:31][CH2:30][O:29][CH2:28][CH2:27]5)=[O:25])=[CH:20][CH:19]=4)[C:11]([C:12]([NH2:14])=[O:13])=[CH:10][N:9]=3)[CH2:3]2)=[N:35][CH:34]=1, predict the reactants needed to synthesize it. The reactants are: [NH2:1][C@@H:2]1[CH2:7][CH2:6][CH2:5][N:4]([C:8]2[CH:16]=[C:15]([NH:17][C:18]3[CH:23]=[CH:22][C:21]([C:24]([N:26]4[CH2:31][CH2:30][O:29][CH2:28][CH2:27]4)=[O:25])=[CH:20][CH:19]=3)[C:11]([C:12]([NH2:14])=[O:13])=[CH:10][N:9]=2)[CH2:3]1.[CH3:32][C:33]1[S:37][C:36]([NH:38][C:39](=O)[O:40]C2C=CC=CC=2)=[N:35][CH:34]=1.CCN(CC)CC. (3) The reactants are: [Br:1][C:2]1[CH:7]=[CH:6][C:5]([NH:8][C:9](=[O:12])[CH2:10]Cl)=[CH:4][CH:3]=1.[NH:13]1[CH2:17][CH2:16][CH2:15][CH2:14]1. Given the product [Br:1][C:2]1[CH:7]=[CH:6][C:5]([NH:8][C:9](=[O:12])[CH2:10][N:13]2[CH2:17][CH2:16][CH2:15][CH2:14]2)=[CH:4][CH:3]=1, predict the reactants needed to synthesize it.